Dataset: Tyrosyl-DNA phosphodiesterase HTS with 341,365 compounds. Task: Binary Classification. Given a drug SMILES string, predict its activity (active/inactive) in a high-throughput screening assay against a specified biological target. (1) The drug is S=C(N1CCN(CC1)C(=O)C1OCCC1)Nc1ccc(cc1)C(OCC)=O. The result is 0 (inactive). (2) The result is 0 (inactive). The molecule is O=[n+]1c(c(n([O-])c2c1cccc2)C)C(=O)NCCO. (3) The molecule is Clc1c2c(sc1C(=O)Nc1cc(c3oc4c(n3)nccc4)ccc1)cc(Cl)cc2. The result is 0 (inactive). (4) The drug is S=C(N1CCC(CC1)c1[nH]cnc1)NC1CCCCC1. The result is 0 (inactive). (5) The drug is S(=O)(=O)(N(CC)CC)c1ccc(N2Cc3c(C2=N)cccc3)cc1. The result is 0 (inactive). (6) The molecule is FC(F)(F)c1cc([N+]([O-])=O)c(Oc2cc3oc(=O)c4c(CCC4)c3cc2)cc1. The result is 0 (inactive). (7) The result is 0 (inactive). The molecule is O(C(=O)C1CCC(CC1)CCCC)CC(=O)N(c1c(n(Cc2ccccc2)c(=O)[nH]c1=O)N)CCOC. (8) The compound is S(=O)(=O)(CCC(OCC(=O)NC(c1ccccc1)C)=O)c1ccc(cc1)C. The result is 0 (inactive). (9) The molecule is S(Cc1c(cccc1)C)c1[nH]c2nc(cc(c2c(=O)n1)C)C. The result is 0 (inactive). (10) The drug is S(=O)(=O)(N1CCN(CC1)C(=O)c1c(onc1C)C)c1ccc(F)cc1. The result is 0 (inactive).